From a dataset of Forward reaction prediction with 1.9M reactions from USPTO patents (1976-2016). Predict the product of the given reaction. Given the reactants Cl[C:2]1[C:7]2[C:8](=[O:33])[N:9]([C:13]3[CH:18]=[CH:17][C:16]([N:19]4[CH2:23][CH2:22][N:21]([CH2:24][C:25]([O:27][CH2:28][CH3:29])=[O:26])[C:20]4=[O:30])=[C:15]([CH2:31]C)[CH:14]=3)[CH2:10][CH2:11][O:12][C:6]=2[N:5]=[CH:4][N:3]=1.[NH3:34], predict the reaction product. The product is: [NH2:34][C:2]1[C:7]2[C:8](=[O:33])[N:9]([C:13]3[CH:18]=[CH:17][C:16]([N:19]4[CH2:23][CH2:22][N:21]([CH2:24][C:25]([O:27][CH2:28][CH3:29])=[O:26])[C:20]4=[O:30])=[C:15]([CH3:31])[CH:14]=3)[CH2:10][CH2:11][O:12][C:6]=2[N:5]=[CH:4][N:3]=1.